Dataset: Reaction yield outcomes from USPTO patents with 853,638 reactions. Task: Predict the reaction yield, written as a fraction of the theoretical maximum amount of product (1.0 means a 100% yield; for example, 0.34 means a 34% yield). (1) The yield is 0.590. The product is [CH:24]([O:37][C:38]1[C:39]2[C:51](=[O:52])[N:50]([CH2:53][C:54]3[CH:59]=[CH:58][C:57]([F:60])=[CH:56][CH:55]=3)[CH2:49][C:40]=2[C:41]([O:48][S:20]([C:17]2[CH:18]=[N:19][C:14]([N:8]3[CH2:9][CH2:10][O:11][CH2:12][CH2:13]3)=[CH:15][CH:16]=2)(=[O:22])=[O:21])=[C:42]2[C:47]=1[N:46]=[CH:45][CH:44]=[CH:43]2)([C:25]1[CH:30]=[CH:29][CH:28]=[CH:27][CH:26]=1)[C:31]1[CH:32]=[CH:33][CH:34]=[CH:35][CH:36]=1. The reactants are C(N(CC)CC)C.[N:8]1([C:14]2[N:19]=[CH:18][C:17]([S:20](Cl)(=[O:22])=[O:21])=[CH:16][CH:15]=2)[CH2:13][CH2:12][O:11][CH2:10][CH2:9]1.[CH:24]([O:37][C:38]1[C:39]2[C:51](=[O:52])[N:50]([CH2:53][C:54]3[CH:59]=[CH:58][C:57]([F:60])=[CH:56][CH:55]=3)[CH2:49][C:40]=2[C:41]([OH:48])=[C:42]2[C:47]=1[N:46]=[CH:45][CH:44]=[CH:43]2)([C:31]1[CH:36]=[CH:35][CH:34]=[CH:33][CH:32]=1)[C:25]1[CH:30]=[CH:29][CH:28]=[CH:27][CH:26]=1.CCOC(C)=O.CCCCCC. The catalyst is CN(C1C=CN=CC=1)C.CCOC(C)=O. (2) The reactants are [OH-].[K+].[CH3:3][O:4][C:5]1[CH:6]=[C:7]([CH2:13][O:14][C:15]2[CH:16]=[C:17]([NH2:20])[NH:18][N:19]=2)[CH:8]=[C:9]([O:11][CH3:12])[CH:10]=1.C(=O)(OC(C)(C)C)[O:22][C:23]([O:25][C:26]([CH3:29])([CH3:28])[CH3:27])=O. The catalyst is O.ClCCl. The product is [NH2:20][C:17]1[N:18]([C:23]([O:25][C:26]([CH3:29])([CH3:28])[CH3:27])=[O:22])[N:19]=[C:15]([O:14][CH2:13][C:7]2[CH:6]=[C:5]([O:4][CH3:3])[CH:10]=[C:9]([O:11][CH3:12])[CH:8]=2)[CH:16]=1. The yield is 0.990. (3) The reactants are [CH2:1]([Li])CCC.[CH3:6][O:7][C:8](=[O:25])[C:9]([C:11]1[CH:20]=[C:19]2[C:14]([CH2:15][CH2:16][C:17](=[O:22])[N:18]2[CH3:21])=[CH:13][C:12]=1[O:23][CH3:24])=O. The catalyst is [Br-].C[P+](C1C=CC=CC=1)(C1C=CC=CC=1)C1C=CC=CC=1.O1CCCC1. The product is [CH3:6][O:7][C:8](=[O:25])[C:9]([C:11]1[CH:20]=[C:19]2[C:14]([CH2:15][CH2:16][C:17](=[O:22])[N:18]2[CH3:21])=[CH:13][C:12]=1[O:23][CH3:24])=[CH2:1]. The yield is 0.830. (4) The reactants are C[O:2][C:3](=[O:35])[C@H:4]([CH2:17][C:18]1[CH:23]=[CH:22][C:21]([NH:24][C:25]([C:27]2[C:32]([Cl:33])=[CH:31][CH:30]=[CH:29][C:28]=2[Cl:34])=[O:26])=[CH:20][CH:19]=1)[NH:5][C:6]([C:8]1([CH2:13][CH2:14][O:15][CH3:16])[CH2:12][CH2:11][CH2:10][CH2:9]1)=[S:7].[OH-].[Na+].Cl.C(OCC)(=O)C. The catalyst is CO.O. The product is [Cl:33][C:32]1[CH:31]=[CH:30][CH:29]=[C:28]([Cl:34])[C:27]=1[C:25]([NH:24][C:21]1[CH:22]=[CH:23][C:18]([CH2:17][C@@H:4]([C:3]([OH:35])=[O:2])[NH:5][C:6]([C:8]2([CH2:13][CH2:14][O:15][CH3:16])[CH2:12][CH2:11][CH2:10][CH2:9]2)=[S:7])=[CH:19][CH:20]=1)=[O:26]. The yield is 0.780. (5) The reactants are [CH:1]1[C:6]([OH:7])=[CH:5][C:4]2[C:8]([CH2:11][CH2:12][NH2:13])=[CH:9][NH:10][C:3]=2[CH:2]=1.Cl.[OH:15][C:16]1[CH:24]=[CH:23][CH:22]=[C:21]([OH:25])[C:17]=1[C:18](O)=[O:19].C(N(CC)CC)C.O.ON1C2C=CC=CC=2N=N1.C(N=C=NCCCN(C)C)C. The catalyst is CN(C)C=O. The product is [OH:15][C:16]1[CH:24]=[CH:23][CH:22]=[C:21]([OH:25])[C:17]=1[C:18]([NH:13][CH2:12][CH2:11][C:8]1[C:4]2[C:3](=[CH:2][CH:1]=[C:6]([OH:7])[CH:5]=2)[NH:10][CH:9]=1)=[O:19]. The yield is 0.149. (6) The reactants are [CH3:1][N:2]([C:9]1[CH:14]=[CH:13][C:12]([C:15]([OH:24])([C:20]([F:23])([F:22])[F:21])[C:16]([F:19])([F:18])[F:17])=[CH:11][CH:10]=1)[CH2:3][C:4](=[O:8])[CH2:5][CH2:6][CH3:7].[BH4-].[Na+]. The catalyst is CO. The product is [CH3:1][N:2]([C:9]1[CH:14]=[CH:13][C:12]([C:15]([OH:24])([C:20]([F:22])([F:23])[F:21])[C:16]([F:17])([F:18])[F:19])=[CH:11][CH:10]=1)[CH2:3][CH:4]([OH:8])[CH2:5][CH2:6][CH3:7]. The yield is 0.740. (7) The reactants are [N+:1]([C:4]1[CH:12]=[C:11]2[C:7]([C:8]([CH:21]=[CH:22][C:23]3[CH:28]=[CH:27][CH:26]=[CH:25][CH:24]=3)=[N:9][N:10]2[CH2:13][O:14][CH2:15][CH2:16][Si:17]([CH3:20])([CH3:19])[CH3:18])=[CH:6][CH:5]=1)([O-])=O.O.[OH-].[Na+].CCOC(C)=O. The catalyst is CN(C=O)C. The product is [CH:21]([C:8]1[C:7]2[C:11](=[CH:12][C:4]([NH2:1])=[CH:5][CH:6]=2)[N:10]([CH2:13][O:14][CH2:15][CH2:16][Si:17]([CH3:19])([CH3:18])[CH3:20])[N:9]=1)=[CH:22][C:23]1[CH:28]=[CH:27][CH:26]=[CH:25][CH:24]=1. The yield is 0.680. (8) The reactants are [CH3:1][C:2]([CH3:5])([O-:4])[CH3:3].[Na+].[C:7]([O:12]C)(=O)[CH:8]([CH3:10])[CH3:9].C[Si]([N-][Si](C)(C)C)(C)C.[Li+].[Cl:24][C:25]1[C:30](Cl)=[N:29][CH:28]=[CH:27][N:26]=1. The catalyst is C(OCC)C. The product is [Cl:24][C:25]1[C:30]([C:8]([CH3:9])([CH3:10])[C:7]([O:4][C:2]([CH3:5])([CH3:3])[CH3:1])=[O:12])=[N:29][CH:28]=[CH:27][N:26]=1. The yield is 0.690.